This data is from Forward reaction prediction with 1.9M reactions from USPTO patents (1976-2016). The task is: Predict the product of the given reaction. (1) Given the reactants [Br:1][C:2]1[CH:3]=[C:4]([CH:8]=[C:9]([O:11][C:12]([F:15])([F:14])[F:13])[CH:10]=1)[C:5]([OH:7])=O.[CH3:16][NH:17][O:18][CH3:19].Cl.CN(C(ON1N=NC2C=CC=NC1=2)=[N+](C)C)C.F[P-](F)(F)(F)(F)F, predict the reaction product. The product is: [Br:1][C:2]1[CH:3]=[C:4]([CH:8]=[C:9]([O:11][C:12]([F:15])([F:14])[F:13])[CH:10]=1)[C:5]([N:17]([O:18][CH3:19])[CH3:16])=[O:7]. (2) Given the reactants [O:1]=[C:2]1[C:7]([CH2:8][C:9]2[CH:14]=[CH:13][C:12]([C:15]3[C:16]([C:21]#[N:22])=[CH:17][CH:18]=[CH:19][CH:20]=3)=[CH:11][CH:10]=2)=[C:6]([CH2:23][CH2:24][CH3:25])[N:5]2[N:26]=[CH:27][N:28]=[C:4]2[N:3]1[C@H:29]1[CH2:34][CH2:33][C@H:32]([O:35][CH2:36][CH:37]=[O:38])[CH2:31][CH2:30]1.C[Si](C)(C)[C:41]([F:44])([F:43])[F:42].[F-].C([N+](CCCC)(CCCC)CCCC)CCC.Cl, predict the reaction product. The product is: [O:1]=[C:2]1[C:7]([CH2:8][C:9]2[CH:14]=[CH:13][C:12]([C:15]3[C:16]([C:21]#[N:22])=[CH:17][CH:18]=[CH:19][CH:20]=3)=[CH:11][CH:10]=2)=[C:6]([CH2:23][CH2:24][CH3:25])[N:5]2[N:26]=[CH:27][N:28]=[C:4]2[N:3]1[C@H:29]1[CH2:30][CH2:31][C@H:32]([O:35][CH2:36][CH:37]([OH:38])[C:41]([F:44])([F:43])[F:42])[CH2:33][CH2:34]1.